Dataset: Reaction yield outcomes from USPTO patents with 853,638 reactions. Task: Predict the reaction yield, written as a fraction of the theoretical maximum amount of product (1.0 means a 100% yield; for example, 0.34 means a 34% yield). (1) The reactants are C1(P(C2C=CC=CC=2)C2C=CC=CC=2)C=CC=CC=1.[Br-].[Li+].C(=O)([O-])[O-].[Na+].[Na+].[CH3:28][O:29][C:30]1[C:35]2[O:36][CH2:37][CH2:38][O:39][C:34]=2[C:33](OB(O)O)=[CH:32][CH:31]=1.FC(F)(F)S([C:49]1[CH2:54][CH2:53][CH:52]([C:55]([O:57][CH2:58][CH3:59])=[O:56])[CH2:51][CH:50]=1)(=O)=O. The catalyst is COCCOC.[Cl-].[Na+].O.[C].[Pd].C(OCC)(=O)C. The product is [CH2:58]([O:57][C:55]([CH:52]1[CH2:53][CH2:54][C:49]([C:33]2[C:34]3[O:39][CH2:38][CH2:37][O:36][C:35]=3[C:30]([O:29][CH3:28])=[CH:31][CH:32]=2)=[CH:50][CH2:51]1)=[O:56])[CH3:59]. The yield is 0.732. (2) The reactants are [I:1][C:2]1[CH:11]=[C:6]([C:7]([O:9][CH3:10])=[O:8])[C:5]([OH:12])=[CH:4][CH:3]=1.N1C=CN=C1.Cl[Si:19]([CH:26]([CH3:28])[CH3:27])([CH:23]([CH3:25])[CH3:24])[CH:20]([CH3:22])[CH3:21]. The catalyst is CN(C=O)C. The product is [CH3:10][O:9][C:7](=[O:8])[C:6]1[CH:11]=[C:2]([I:1])[CH:3]=[CH:4][C:5]=1[O:12][Si:19]([CH:26]([CH3:28])[CH3:27])([CH:23]([CH3:25])[CH3:24])[CH:20]([CH3:22])[CH3:21]. The yield is 0.920. (3) The reactants are [C:1]([O:5][C:6]([N:8]1[CH2:12][C@@H:11]([O:13][C:14]2[CH:23]=[CH:22][C:21]3[C:16](=[CH:17][CH:18]=[CH:19][CH:20]=3)[CH:15]=2)[CH2:10][C@H:9]1[C:24](O)=[O:25])=[O:7])([CH3:4])([CH3:3])[CH3:2]. The catalyst is C1COCC1. The product is [C:1]([O:5][C:6]([N:8]1[CH2:12][C@@H:11]([O:13][C:14]2[CH:23]=[CH:22][C:21]3[C:16](=[CH:17][CH:18]=[CH:19][CH:20]=3)[CH:15]=2)[CH2:10][C@H:9]1[CH2:24][OH:25])=[O:7])([CH3:4])([CH3:3])[CH3:2]. The yield is 1.00. (4) The reactants are I[C:2]1[C:3]2[C:8]([C:9]([C:16]3[CH:21]=[CH:20][CH:19]=[CH:18][CH:17]=3)=[C:10]3[C:15]=1[CH:14]=[CH:13][CH:12]=[CH:11]3)=[CH:7][CH:6]=[CH:5][CH:4]=2.[Br:22][C:23]1[CH:28]=[CH:27][C:26]([C:29]2[CH:34]=[CH:33][C:32](B(O)O)=[CH:31][CH:30]=2)=[CH:25][CH:24]=1.C(=O)([O-])[O-].[Na+].[Na+]. The catalyst is C1C=CC([P]([Pd]([P](C2C=CC=CC=2)(C2C=CC=CC=2)C2C=CC=CC=2)([P](C2C=CC=CC=2)(C2C=CC=CC=2)C2C=CC=CC=2)[P](C2C=CC=CC=2)(C2C=CC=CC=2)C2C=CC=CC=2)(C2C=CC=CC=2)C2C=CC=CC=2)=CC=1.C1(C)C=CC=CC=1. The product is [Br:22][C:23]1[CH:28]=[CH:27][C:26]([C:29]2[CH:34]=[CH:33][C:32]([C:2]3[C:3]4[C:8]([C:9]([C:16]5[CH:21]=[CH:20][CH:19]=[CH:18][CH:17]=5)=[C:10]5[C:15]=3[CH:14]=[CH:13][CH:12]=[CH:11]5)=[CH:7][CH:6]=[CH:5][CH:4]=4)=[CH:31][CH:30]=2)=[CH:25][CH:24]=1. The yield is 0.400.